Dataset: Reaction yield outcomes from USPTO patents with 853,638 reactions. Task: Predict the reaction yield, written as a fraction of the theoretical maximum amount of product (1.0 means a 100% yield; for example, 0.34 means a 34% yield). (1) The reactants are C[O-:2].C([Sn+]([CH2:12][CH2:13][CH2:14][CH3:15])CCCC)CCC.[C:16]([O:19][C:20](C)=C)(=[O:18])[CH3:17].[C:23]1(C)C=[CH:27][CH:26]=[CH:25][C:24]=1P([C:25]1[CH:26]=[CH:27]C=[CH:23][C:24]=1C)[C:25]1[CH:26]=[CH:27]C=[CH:23][C:24]=1C. The catalyst is C1(C)C=CC=CC=1.C(OCC)(=O)C.[F-].[K+].C([O-])(=O)C.[Pd+2].C([O-])(=O)C. The product is [O:2]=[C:14]([CH3:15])[CH2:13][C:12]1[CH:23]=[C:24]([CH2:17][C:16]([O:19][CH3:20])=[O:18])[CH:25]=[CH:26][CH:27]=1. The yield is 0.940. (2) The reactants are [N:1]1([C:6]2[CH:12]=[CH:11][C:9]([NH2:10])=[CH:8][CH:7]=2)[CH:5]=[CH:4][N:3]=[CH:2]1.[C:13]1([C:19]2[O:23][N:22]=[CH:21][C:20]=2[CH2:24][CH2:25][CH2:26][C:27](O)=[O:28])[CH:18]=[CH:17][CH:16]=[CH:15][CH:14]=1.O.ON1C2C=CC=CC=2N=N1.Cl.C(N=C=NCCCN(C)C)C. The catalyst is O.CN(C)C=O. The product is [N:1]1([C:6]2[CH:12]=[CH:11][C:9]([NH:10][C:27](=[O:28])[CH2:26][CH2:25][CH2:24][C:20]3[CH:21]=[N:22][O:23][C:19]=3[C:13]3[CH:14]=[CH:15][CH:16]=[CH:17][CH:18]=3)=[CH:8][CH:7]=2)[CH:5]=[CH:4][N:3]=[CH:2]1. The yield is 0.860. (3) The reactants are [Br:1][C:2]1[N:6]=[C:5]([N+:7]([O-])=O)[N:4]([CH2:10][C:11]2[CH:16]=[CH:15][C:14]([O:17][CH3:18])=[CH:13][CH:12]=2)[N:3]=1.N1[CH2:24][CH2:23][O:22][CH2:21][CH2:20]1.C1COCC1. The catalyst is CCOC(C)=O. The product is [Br:1][C:2]1[N:6]=[C:5]([N:7]2[CH2:24][CH2:23][O:22][CH2:21][CH2:20]2)[N:4]([CH2:10][C:11]2[CH:16]=[CH:15][C:14]([O:17][CH3:18])=[CH:13][CH:12]=2)[N:3]=1. The yield is 0.530. (4) The reactants are C([O:3][C:4]([C:6]1[C:7]([C:12]2[CH:17]=[CH:16][N:15]=[CH:14][CH:13]=2)=[N:8][O:9][C:10]=1[CH3:11])=O)C.O.[OH-].[Na+]. The catalyst is C1COCC1. The product is [CH3:11][C:10]1[O:9][N:8]=[C:7]([C:12]2[CH:17]=[CH:16][N:15]=[CH:14][CH:13]=2)[C:6]=1[CH2:4][OH:3]. The yield is 0.650. (5) The reactants are [CH3:1][O:2][C:3](=[O:33])[C:4]1[CH:9]=[CH:8][C:7]([CH2:10][N:11]2[CH:15]=[C:14]([C:16]3[CH:21]=[CH:20][C:19]([Cl:22])=[CH:18][C:17]=3[Cl:23])[N:13]=[C:12]2/[CH:24]=[CH:25]/[C:26]2[CH:31]=[CH:30][C:29]([NH2:32])=[CH:28][CH:27]=2)=[CH:6][CH:5]=1.[F:34][C:35]([F:47])([F:46])[C:36]1[CH:41]=[CH:40][C:39]([S:42](Cl)(=[O:44])=[O:43])=[CH:38][CH:37]=1. No catalyst specified. The product is [CH3:1][O:2][C:3](=[O:33])[C:4]1[CH:9]=[CH:8][C:7]([CH2:10][N:11]2[CH:15]=[C:14]([C:16]3[CH:21]=[CH:20][C:19]([Cl:22])=[CH:18][C:17]=3[Cl:23])[N:13]=[C:12]2/[CH:24]=[CH:25]/[C:26]2[CH:27]=[CH:28][C:29]([NH:32][S:42]([C:39]3[CH:38]=[CH:37][C:36]([C:35]([F:34])([F:46])[F:47])=[CH:41][CH:40]=3)(=[O:44])=[O:43])=[CH:30][CH:31]=2)=[CH:6][CH:5]=1. The yield is 0.920. (6) The reactants are Cl[C:2]1[CH:3]=[C:4]2[C:13](=[CH:14][N:15]=1)[C:12]1[N:8]([CH:9]=[C:10]([C:16]3[N:20]([CH:21]([CH3:23])[CH3:22])[N:19]=[CH:18][N:17]=3)[N:11]=1)[CH2:7][CH2:6][O:5]2.[CH2:24]([N:30]1[CH2:34][CH2:33][CH2:32][CH2:31]1)[CH:25]1[CH2:29][CH2:28][CH2:27][NH:26]1. The yield is 0.400. The product is [CH:21]([N:20]1[C:16]([C:10]2[N:11]=[C:12]3[C:13]4[CH:14]=[N:15][C:2]([N:26]5[CH2:27][CH2:28][CH2:29][CH:25]5[CH2:24][N:30]5[CH2:34][CH2:33][CH2:32][CH2:31]5)=[CH:3][C:4]=4[O:5][CH2:6][CH2:7][N:8]3[CH:9]=2)=[N:17][CH:18]=[N:19]1)([CH3:23])[CH3:22]. The catalyst is CN1C(=O)CCC1. (7) The reactants are Cl.C[C:3]1[CH:4]=[C:5]([CH2:8]OC2CNC2)[S:6][CH:7]=1.CCN=C=NC[CH2:20][CH2:21][N:22]([CH3:24])C.C1C=CC2N([OH:34])N=NC=2C=1.C(N([CH:41]([CH3:43])C)CC)(C)C.Cl.[O:45]=[C:46]1[NH:55][C:54]2[N:53]=[CH:52][C:51](/[CH:56]=[CH:57]/[C:58]([OH:60])=O)=[CH:50][C:49]=2[CH2:48][CH2:47]1. The catalyst is CN(C)C=O. The product is [O:60]=[C:58]([N:22]1[CH2:21][CH:20]([O:34][CH2:41][CH2:43][CH2:8][C:5]2[S:6][CH:7]=[CH:3][CH:4]=2)[CH2:24]1)/[CH:57]=[CH:56]/[C:51]1[CH:50]=[C:49]2[C:54](=[N:53][CH:52]=1)[NH:55][C:46](=[O:45])[CH2:47][CH2:48]2. The yield is 0.270.